Dataset: NCI-60 drug combinations with 297,098 pairs across 59 cell lines. Task: Regression. Given two drug SMILES strings and cell line genomic features, predict the synergy score measuring deviation from expected non-interaction effect. (1) Drug 1: CN1C2=C(C=C(C=C2)N(CCCl)CCCl)N=C1CCCC(=O)O.Cl. Drug 2: CN(CC1=CN=C2C(=N1)C(=NC(=N2)N)N)C3=CC=C(C=C3)C(=O)NC(CCC(=O)O)C(=O)O. Cell line: MCF7. Synergy scores: CSS=40.2, Synergy_ZIP=-1.42, Synergy_Bliss=-2.04, Synergy_Loewe=-45.9, Synergy_HSA=-0.273. (2) Drug 1: CCCS(=O)(=O)NC1=C(C(=C(C=C1)F)C(=O)C2=CNC3=C2C=C(C=N3)C4=CC=C(C=C4)Cl)F. Drug 2: C1CN(CCN1C(=O)CCBr)C(=O)CCBr. Cell line: ACHN. Synergy scores: CSS=29.8, Synergy_ZIP=-4.63, Synergy_Bliss=2.01, Synergy_Loewe=2.48, Synergy_HSA=2.16.